Predict the reaction yield, written as a fraction of the theoretical maximum amount of product (1.0 means a 100% yield; for example, 0.34 means a 34% yield). From a dataset of Reaction yield outcomes from USPTO patents with 853,638 reactions. (1) The reactants are [C:1]1([C:7]2[O:8][C:9]3[CH2:14][CH2:13][N:12]([C:15]4[CH:20]=[N:19][CH:18]=[CH:17][N:16]=4)[CH2:11][C:10]=3[N:21]=2)[CH:6]=[CH:5][CH:4]=[CH:3][CH:2]=1.ClC1[C:24](C#N)=[N:25]C=CN=1. The catalyst is CCOC(C)=O. The product is [C:1]1([C:7]2[O:8][C:9]3[CH2:14][CH2:13][N:12]([C:15]4[C:20]([C:24]#[N:25])=[N:19][CH:18]=[CH:17][N:16]=4)[CH2:11][C:10]=3[N:21]=2)[CH:2]=[CH:3][CH:4]=[CH:5][CH:6]=1. The yield is 0.590. (2) The reactants are [NH2:1][C:2]1[N:7]=[CH:6][N:5]=[C:4]2[N:8]([CH:20]([C:22]3[O:23][C:24]4[C:29]([C:30](=[O:39])[C:31]=3[C:32]3[CH:37]=[CH:36][CH:35]=[C:34]([F:38])[CH:33]=3)=[CH:28][CH:27]=[CH:26][CH:25]=4)[CH3:21])[N:9]=[C:10]([C:11]3[CH:16]=[C:15]([O:17]C)[CH:14]=[C:13]([F:19])[CH:12]=3)[C:3]=12. The catalyst is ClCCl.B(Br)(Br)Br. The product is [NH2:1][C:2]1[N:7]=[CH:6][N:5]=[C:4]2[N:8]([CH:20]([C:22]3[O:23][C:24]4[C:29]([C:30](=[O:39])[C:31]=3[C:32]3[CH:37]=[CH:36][CH:35]=[C:34]([F:38])[CH:33]=3)=[CH:28][CH:27]=[CH:26][CH:25]=4)[CH3:21])[N:9]=[C:10]([C:11]3[CH:16]=[C:15]([OH:17])[CH:14]=[C:13]([F:19])[CH:12]=3)[C:3]=12. The yield is 0.510. (3) The reactants are [Cl:1][S:2]([OH:5])(=O)=[O:3].[NH:6]1[C:14]2[C:9](=[CH:10][CH:11]=[CH:12][CH:13]=2)[CH2:8][C:7]1=[O:15]. The catalyst is O. The product is [Cl:1][S:2]([C:11]1[CH:10]=[C:9]2[C:14](=[CH:13][CH:12]=1)[NH:6][C:7](=[O:15])[CH2:8]2)(=[O:5])=[O:3]. The yield is 0.500. (4) The reactants are Cl[C:2]1[N:7]=[C:6]([C:8]#[N:9])[CH:5]=[CH:4][N:3]=1.[NH2:10][CH:11]([CH2:24][CH:25]1[CH2:30][CH2:29][CH2:28][CH2:27][CH2:26]1)[C:12]([NH:14][C:15]1([C:22]#[N:23])[CH2:20][CH2:19][N:18]([CH3:21])[CH2:17][CH2:16]1)=[O:13].C(N(CC)C(C)C)(C)C. The catalyst is C(#N)C. The product is [C:22]([C:15]1([NH:14][C:12](=[O:13])[CH:11]([NH:10][C:2]2[N:7]=[C:6]([C:8]#[N:9])[CH:5]=[CH:4][N:3]=2)[CH2:24][CH:25]2[CH2:26][CH2:27][CH2:28][CH2:29][CH2:30]2)[CH2:16][CH2:17][N:18]([CH3:21])[CH2:19][CH2:20]1)#[N:23]. The yield is 0.520. (5) The reactants are Cl[C:2]1[N:11]=[CH:10][C:9]2[N:8]([CH2:12][C:13]([NH:15][CH2:16][CH:17]3[CH2:22][CH2:21][O:20][CH2:19][CH2:18]3)=[O:14])[CH2:7][C@@H:6]3[CH2:23][O:24][CH2:25][CH2:26][N:5]3[C:4]=2[N:3]=1.CC1(C)C(C)(C)OB([C:35]2[CH:36]=[C:37]([C:41]([OH:44])([CH3:43])[CH3:42])[CH:38]=[CH:39][CH:40]=2)O1.C(=O)([O-])[O-].[Na+].[Na+]. The catalyst is O1CCOCC1.O.CCOC(C)=O. The product is [OH:44][C:41]([C:37]1[CH:36]=[C:35]([C:2]2[N:11]=[CH:10][C:9]3[N:8]([CH2:12][C:13]([NH:15][CH2:16][CH:17]4[CH2:22][CH2:21][O:20][CH2:19][CH2:18]4)=[O:14])[CH2:7][C@@H:6]4[CH2:23][O:24][CH2:25][CH2:26][N:5]4[C:4]=3[N:3]=2)[CH:40]=[CH:39][CH:38]=1)([CH3:43])[CH3:42]. The yield is 0.688. (6) The reactants are [F:1][C:2]1[CH:10]=[CH:9][CH:8]=[C:7]2[C:3]=1[CH:4]=[C:5]([C:11]1[C:16]([CH:17]=[CH2:18])=[CH:15][N:14]=[C:13]([C:19]3[C:20]([N:39]([CH3:44])[S:40]([CH3:43])(=[O:42])=[O:41])=[CH:21][C:22]4[O:26][C:25]([C:27]5[CH:32]=[CH:31][C:30]([F:33])=[CH:29][CH:28]=5)=[C:24]([C:34]([NH:36][CH3:37])=[O:35])[C:23]=4[CH:38]=3)[N:12]=1)[NH:6]2.[O-]P([O-])([O-])=O.[K+].[K+].[K+]. The catalyst is CC(N(C)C)=O.O. The product is [F:1][C:2]1[C:3]2[CH:4]=[C:5]3[C:11]4[N:12]=[C:13]([C:19]5[C:20]([N:39]([CH3:44])[S:40]([CH3:43])(=[O:42])=[O:41])=[CH:21][C:22]6[O:26][C:25]([C:27]7[CH:28]=[CH:29][C:30]([F:33])=[CH:31][CH:32]=7)=[C:24]([C:34]([NH:36][CH3:37])=[O:35])[C:23]=6[CH:38]=5)[N:14]=[CH:15][C:16]=4[CH2:17][CH2:18][N:6]3[C:7]=2[CH:8]=[CH:9][CH:10]=1. The yield is 0.200.